Dataset: Forward reaction prediction with 1.9M reactions from USPTO patents (1976-2016). Task: Predict the product of the given reaction. (1) Given the reactants [OH:1][C:2]1[CH:7]=[C:6]([CH3:8])[N:5]([CH3:9])[C:4](=[O:10])[C:3]=1[C:11](=[O:26])[CH:12]=[CH:13][C:14]1[S:18][C:17]([CH2:19][S:20][CH2:21][C:22]([O:24][CH3:25])=[O:23])=[CH:16][CH:15]=1.ClC1C=CC=C(C(OO)=[O:35])C=1, predict the reaction product. The product is: [OH:1][C:2]1[CH:7]=[C:6]([CH3:8])[N:5]([CH3:9])[C:4](=[O:10])[C:3]=1[C:11](=[O:26])[CH:12]=[CH:13][C:14]1[S:18][C:17]([CH2:19][S:20]([CH2:21][C:22]([O:24][CH3:25])=[O:23])=[O:35])=[CH:16][CH:15]=1. (2) Given the reactants [C:1]([C:3]1[CH:8]=[C:7]([O:9][CH3:10])[C:6]([O:11][CH2:12][CH2:13][O:14][CH3:15])=[CH:5][C:4]=1[N:16]=[CH:17][N:18](C)C)#[N:2].[OH:21][C:22]1[CH:23]=[C:24]([CH:26]=[CH:27][C:28]=1[CH3:29])N, predict the reaction product. The product is: [CH3:10][O:9][C:7]1[CH:8]=[C:3]2[C:4](=[CH:5][C:6]=1[O:11][CH2:12][CH2:13][O:14][CH3:15])[N:16]=[CH:17][N:18]=[C:1]2[NH:2][C:24]1[CH:26]=[CH:27][C:28]([CH3:29])=[C:22]([OH:21])[CH:23]=1. (3) Given the reactants [CH:1]1([CH2:6][C:7]([OH:9])=O)[CH2:5][CH2:4][CH2:3][CH2:2]1.C1C=CC2N(O)N=NC=2C=1.CCN(C(C)C)C(C)C.[CH3:29][O:30][C:31](=[O:45])[C:32]1[CH:37]=[CH:36][C:35]([NH:38][CH:39]([CH2:42][CH3:43])[CH2:40][CH3:41])=[C:34]([NH2:44])[CH:33]=1, predict the reaction product. The product is: [CH3:29][O:30][C:31](=[O:45])[C:32]1[CH:37]=[CH:36][C:35]([NH:38][CH:39]([CH2:40][CH3:41])[CH2:42][CH3:43])=[C:34]([NH:44][C:7](=[O:9])[CH2:6][CH:1]2[CH2:2][CH2:3][CH2:4][CH2:5]2)[CH:33]=1. (4) Given the reactants C1C=CC2N(O)N=NC=2C=1.CN1CCOCC1.CCN=C=NCCCN(C)C.Cl.[CH2:30]([C:32]1[C:33]([OH:55])=[CH:34][C:35]([OH:54])=[C:36]([C:38]2[C:39]([C:46]3[CH:51]=[CH:50][C:49]([O:52][CH3:53])=[CH:48][CH:47]=3)=[C:40]([C:43]([OH:45])=O)[NH:41][N:42]=2)[CH:37]=1)[CH3:31].[C:56]([NH:63][CH2:64][CH2:65][CH2:66][NH2:67])([O:58][C:59]([CH3:62])([CH3:61])[CH3:60])=[O:57], predict the reaction product. The product is: [CH2:30]([C:32]1[C:33]([OH:55])=[CH:34][C:35]([OH:54])=[C:36]([C:38]2[C:39]([C:46]3[CH:47]=[CH:48][C:49]([O:52][CH3:53])=[CH:50][CH:51]=3)=[C:40]([C:43]([NH:67][CH2:66][CH2:65][CH2:64][NH:63][C:56](=[O:57])[O:58][C:59]([CH3:61])([CH3:60])[CH3:62])=[O:45])[NH:41][N:42]=2)[CH:37]=1)[CH3:31]. (5) Given the reactants [OH:1][C:2]1([C:9]2[CH:10]=[N:11][C:12]([CH3:15])=[CH:13][CH:14]=2)[CH2:7][CH2:6][C:5](=O)[CH2:4][CH2:3]1.[NH:16]1[CH2:19][CH:18]([NH:20][C:21]([CH2:23][NH:24][C:25](=[O:36])[C:26]2[CH:31]=[CH:30][CH:29]=[C:28]([C:32]([F:35])([F:34])[F:33])[CH:27]=2)=[O:22])[CH2:17]1, predict the reaction product. The product is: [OH:1][C:2]1([C:9]2[CH:10]=[N:11][C:12]([CH3:15])=[CH:13][CH:14]=2)[CH2:7][CH2:6][CH:5]([N:16]2[CH2:19][CH:18]([NH:20][C:21]([CH2:23][NH:24][C:25](=[O:36])[C:26]3[CH:31]=[CH:30][CH:29]=[C:28]([C:32]([F:35])([F:33])[F:34])[CH:27]=3)=[O:22])[CH2:17]2)[CH2:4][CH2:3]1. (6) Given the reactants [Br:1][C:2]1[CH:7]=[CH:6][C:5]([C@H:8]([NH:13][C@@H:14]([CH2:20][CH:21]([Cl:23])[Cl:22])[C:15]([O:17]CC)=[O:16])[C:9]([F:12])([F:11])[F:10])=[CH:4][CH:3]=1.C[Si](C)(C)[O-].[K+], predict the reaction product. The product is: [Br:1][C:2]1[CH:3]=[CH:4][C:5]([C@H:8]([NH:13][C@@H:14]([CH2:20][CH:21]([Cl:22])[Cl:23])[C:15]([OH:17])=[O:16])[C:9]([F:12])([F:11])[F:10])=[CH:6][CH:7]=1. (7) Given the reactants [C:1]([N:4]1[C:12]2[C:7](=[CH:8][CH:9]=[CH:10][CH:11]=2)[CH2:6][C:5]1=[O:13])(=[O:3])[CH3:2].[CH3:14][CH2:15][O:16][C:17](OCC)(OCC)[C:18]1[CH:23]=[CH:22][CH:21]=[CH:20][CH:19]=1, predict the reaction product. The product is: [C:1]([N:4]1[C:12]2[C:7](=[CH:8][CH:9]=[CH:10][CH:11]=2)[C:6](=[C:17]([O:16][CH2:15][CH3:14])[C:18]2[CH:23]=[CH:22][CH:21]=[CH:20][CH:19]=2)[C:5]1=[O:13])(=[O:3])[CH3:2]. (8) Given the reactants [Cl:1][C:2]1[CH:3]=[C:4]([C:11]([CH3:39])([CH3:38])[CH2:12][C:13]([OH:37])([C:33]([F:36])([F:35])[F:34])[CH2:14][C:15]#[C:16][C:17]2[C:22]([NH:23]C(=O)C(F)(F)F)=[CH:21][N:20]=[C:19]([CH:30]([CH3:32])[CH3:31])[N:18]=2)[C:5]2[O:9][CH2:8][CH2:7][C:6]=2[CH:10]=1.CN(C)C(=N)N(C)C, predict the reaction product. The product is: [Cl:1][C:2]1[CH:3]=[C:4]([C:11]([CH3:38])([CH3:39])[CH2:12][C:13]([CH2:14][C:15]2[NH:23][C:22]3[CH:21]=[N:20][C:19]([CH:30]([CH3:32])[CH3:31])=[N:18][C:17]=3[CH:16]=2)([OH:37])[C:33]([F:36])([F:35])[F:34])[C:5]2[O:9][CH2:8][CH2:7][C:6]=2[CH:10]=1.